From a dataset of Full USPTO retrosynthesis dataset with 1.9M reactions from patents (1976-2016). Predict the reactants needed to synthesize the given product. Given the product [CH3:1][O:2][C:3]1[CH:4]=[C:5]2[C:9](=[CH:10][CH:11]=1)[NH:8][CH:7]=[C:6]2[CH:12]=[CH:22][N+:19]([O-:21])=[O:20], predict the reactants needed to synthesize it. The reactants are: [CH3:1][O:2][C:3]1[CH:4]=[C:5]2[C:9](=[CH:10][CH:11]=1)[NH:8][CH:7]=[C:6]2[CH:12]=O.C([O-])(=O)C.[NH4+].[N+:19]([CH3:22])([O-:21])=[O:20].